Dataset: Full USPTO retrosynthesis dataset with 1.9M reactions from patents (1976-2016). Task: Predict the reactants needed to synthesize the given product. (1) Given the product [CH2:1]([C:3]1[CH:8]=[CH:7][C:6]([C:9]([CH3:13])([CH3:14])[C:10]([OH:12])=[O:11])=[CH:5][C:4]=1[I:15])[CH3:2], predict the reactants needed to synthesize it. The reactants are: [CH2:1]([C:3]1[CH:8]=[CH:7][C:6]([C:9]([CH3:14])([CH3:13])[C:10]([OH:12])=[O:11])=[CH:5][CH:4]=1)[CH3:2].[I:15]N1C(=O)CCC1=O.S(=O)(=O)(O)O.S([O-])(O)=O.[Na+]. (2) Given the product [Br:28][C:11]1[N:10]=[C:9]([C@@H:12]2[CH2:17][CH2:16][CH2:15][N:14]([C:18]([O:20][CH2:21][C:22]3[CH:27]=[CH:26][CH:25]=[CH:24][CH:23]=3)=[O:19])[CH2:13]2)[N:4]2[C:5]([F:8])=[CH:6][N:7]=[C:2]([Cl:1])[C:3]=12, predict the reactants needed to synthesize it. The reactants are: [Cl:1][C:2]1[C:3]2[N:4]([C:9]([C@@H:12]3[CH2:17][CH2:16][CH2:15][N:14]([C:18]([O:20][CH2:21][C:22]4[CH:27]=[CH:26][CH:25]=[CH:24][CH:23]=4)=[O:19])[CH2:13]3)=[N:10][CH:11]=2)[C:5]([F:8])=[CH:6][N:7]=1.[Br:28]N1C(=O)CCC1=O. (3) Given the product [CH3:24][O:15][C:13]([C:6]1[CH:5]=[C:4]2[C:9]([C:10]([CH2:11][N:16]3[CH2:21][CH2:20][O:19][CH2:18][CH2:17]3)=[CH:2][NH:3]2)=[CH:8][CH:7]=1)=[O:14], predict the reactants needed to synthesize it. The reactants are: C[C:2]1[NH:3][C:4]2[C:9]([C:10]=1[CH:11]=O)=[CH:8][CH:7]=[C:6]([C:13]([OH:15])=[O:14])[CH:5]=2.[NH:16]1[CH2:21][CH2:20][O:19][CH2:18][CH2:17]1.[BH-](OC(C)=O)(OC(C)=O)O[C:24](C)=O.[Na+]. (4) Given the product [C:1]1([C:15]2[CH:20]=[CH:19][C:18]([C:21]3[CH:26]=[CH:25][CH:24]=[CH:23][CH:22]=3)=[C:17]([N+:27]([O-:29])=[O:28])[CH:16]=2)[C:10]2[C:5](=[CH:6][CH:7]=[CH:8][CH:9]=2)[CH:4]=[CH:3][CH:2]=1, predict the reactants needed to synthesize it. The reactants are: [C:1]1(B(O)O)[C:10]2[C:5](=[CH:6][CH:7]=[CH:8][CH:9]=2)[CH:4]=[CH:3][CH:2]=1.Br[C:15]1[CH:20]=[CH:19][C:18]([C:21]2[CH:26]=[CH:25][CH:24]=[CH:23][CH:22]=2)=[C:17]([N+:27]([O-:29])=[O:28])[CH:16]=1.C(=O)([O-])[O-].[K+].[K+]. (5) Given the product [NH:31]1[C:32]2[C:37](=[CH:36][CH:35]=[CH:34][CH:33]=2)[C:29]([CH2:28][C@@H:9]2[NH:8][CH2:13][CH2:12][N:11]([CH2:14][C:15]3[CH:16]=[C:17]([C:21]4[CH:26]=[CH:25][N:24]=[C:23]([NH:38][CH2:39][CH2:40][C:41]5[CH:46]=[CH:45][C:44]([OH:47])=[CH:43][CH:42]=5)[N:22]=4)[CH:18]=[CH:19][CH:20]=3)[CH2:10]2)=[CH:30]1, predict the reactants needed to synthesize it. The reactants are: C(OC([N:8]1[CH2:13][CH2:12][N:11]([CH2:14][C:15]2[CH:20]=[CH:19][CH:18]=[C:17]([C:21]3[CH:26]=[CH:25][N:24]=[C:23](Cl)[N:22]=3)[CH:16]=2)[CH2:10][CH:9]1[CH2:28][C:29]1[C:37]2[C:32](=[CH:33][CH:34]=[CH:35][CH:36]=2)[NH:31][CH:30]=1)=O)(C)(C)C.[NH2:38][CH2:39][CH2:40][C:41]1[CH:46]=[CH:45][C:44]([OH:47])=[CH:43][CH:42]=1.